This data is from Reaction yield outcomes from USPTO patents with 853,638 reactions. The task is: Predict the reaction yield, written as a fraction of the theoretical maximum amount of product (1.0 means a 100% yield; for example, 0.34 means a 34% yield). The reactants are [Cl:1][C:2]1[CH:7]=[C:6]([Cl:8])[CH:5]=[CH:4][C:3]=1[C:9]1[N:10]=[C:11](/[CH:16]=[CH:17]/[C:18]2[CH:23]=[CH:22][C:21]([C:24]3[CH:29]=[CH:28][C:27]([OH:30])=[CH:26][CH:25]=3)=[CH:20][CH:19]=2)[N:12]([CH2:14][CH3:15])[CH:13]=1.[F:31][C:32]1[CH:41]=[C:40](Br)[CH:39]=[CH:38][C:33]=1[C:34]([O:36]C)=[O:35]. No catalyst specified. The product is [Cl:1][C:2]1[CH:7]=[C:6]([Cl:8])[CH:5]=[CH:4][C:3]=1[C:9]1[N:10]=[C:11](/[CH:16]=[CH:17]/[C:18]2[CH:23]=[CH:22][C:21]([C:24]3[CH:25]=[CH:26][C:27]([O:30][C:40]4[CH:39]=[CH:38][C:33]([C:34]([OH:36])=[O:35])=[C:32]([F:31])[CH:41]=4)=[CH:28][CH:29]=3)=[CH:20][CH:19]=2)[N:12]([CH2:14][CH3:15])[CH:13]=1. The yield is 0.340.